This data is from Reaction yield outcomes from USPTO patents with 853,638 reactions. The task is: Predict the reaction yield, written as a fraction of the theoretical maximum amount of product (1.0 means a 100% yield; for example, 0.34 means a 34% yield). (1) The reactants are [Br:1][C:2]1[N:7]=[C:6]([NH:8][CH2:9][C:10]2[CH:11]=[C:12]3[C:17](=[CH:18][CH:19]=2)[N:16]=[CH:15][C:14]([Br:20])=[CH:13]3)[C:5]([NH2:21])=[N:4][CH:3]=1.[N:22]([O-])=O.[Na+]. The catalyst is C(O)(=O)C.O. The product is [Br:20][C:14]1[CH:15]=[N:16][C:17]2[C:12]([CH:13]=1)=[CH:11][C:10]([CH2:9][N:8]1[C:6]3=[N:7][C:2]([Br:1])=[CH:3][N:4]=[C:5]3[N:21]=[N:22]1)=[CH:19][CH:18]=2. The yield is 0.420. (2) The reactants are [C:1]([O:5][C:6](=[O:22])[CH:7]([C:15]1[CH:20]=[CH:19][C:18]([CH3:21])=[CH:17][CH:16]=1)[C:8]([O:10][C:11]([CH3:14])([CH3:13])[CH3:12])=[O:9])([CH3:4])([CH3:3])[CH3:2].[Br:23]N1C(=O)CCC1=O. The catalyst is C(Cl)(Cl)(Cl)Cl.C(OOC(=O)C1C=CC=CC=1)(=O)C1C=CC=CC=1. The product is [C:11]([O:10][C:8](=[O:9])[CH:7]([C:15]1[CH:20]=[CH:19][C:18]([CH2:21][Br:23])=[CH:17][CH:16]=1)[C:6]([O:5][C:1]([CH3:2])([CH3:3])[CH3:4])=[O:22])([CH3:13])([CH3:14])[CH3:12]. The yield is 0.595. (3) The reactants are [NH2:1][C:2]1[N:3]=[C:4](S(C)(=O)=O)[C:5]2[N:10]=[C:9]([CH:11]3[CH2:13][CH2:12]3)[S:8][C:6]=2[N:7]=1.[C:18]([O-])([O-])=[O:19].[K+].[K+]. The catalyst is O1CCOCC1.CO. The product is [NH2:1][C:2]1[N:3]=[C:4]([O:19][CH3:18])[C:5]2[N:10]=[C:9]([CH:11]3[CH2:13][CH2:12]3)[S:8][C:6]=2[N:7]=1. The yield is 0.900. (4) The reactants are [NH2:1][C:2]1[C:10]([F:11])=[CH:9][C:5]([C:6]([OH:8])=[O:7])=[C:4]([F:12])[CH:3]=1.[CH2:13](O)[CH3:14].O.C(=O)(O)[O-]. The catalyst is Cl. The product is [NH2:1][C:2]1[C:10]([F:11])=[CH:9][C:5]([C:6]([O:8][CH2:13][CH3:14])=[O:7])=[C:4]([F:12])[CH:3]=1. The yield is 0.920. (5) The reactants are [NH2:1][C:2]1[N:10]=[CH:9][N:8]=[C:7]2[C:3]=1[N:4]=[CH:5][N:6]2[CH2:11][C:12]1[O:13][C:14]2[C:19]([C:20](=[O:28])[C:21]=1[C:22]1[CH:27]=[CH:26][CH:25]=[CH:24][CH:23]=1)=[CH:18][C:17](Br)=[CH:16][CH:15]=2.[H][H].ClCCl. The catalyst is CO.[Pd]. The product is [NH2:1][C:2]1[N:10]=[CH:9][N:8]=[C:7]2[C:3]=1[N:4]=[CH:5][N:6]2[CH2:11][C:12]1[O:13][C:14]2[C:19]([C:20](=[O:28])[C:21]=1[C:22]1[CH:27]=[CH:26][CH:25]=[CH:24][CH:23]=1)=[CH:18][CH:17]=[CH:16][CH:15]=2. The yield is 0.370. (6) The reactants are [S:1]1[CH:5]=[CH:4][CH:3]=[C:2]1[C:6]1[CH:12]=[CH:11][C:9]([NH2:10])=[C:8]([N+:13]([O-])=O)[CH:7]=1.[H][H]. The catalyst is [Pd]. The product is [S:1]1[CH:5]=[CH:4][CH:3]=[C:2]1[C:6]1[CH:7]=[C:8]([NH2:13])[C:9]([NH2:10])=[CH:11][CH:12]=1. The yield is 0.900. (7) The reactants are [CH2:1]([C:3]1[CH:4]=[C:5]([O:16]C)[CH:6]=[C:7]2[C:12]=1[C:11](=[O:13])[CH2:10][CH2:9][C:8]2([CH3:15])[CH3:14])[CH3:2].[C-]#N.[Na+].C#N.Cl. The product is [CH2:1]([C:3]1[CH:4]=[C:5]([OH:16])[CH:6]=[C:7]2[C:12]=1[C:11](=[O:13])[CH2:10][CH2:9][C:8]2([CH3:15])[CH3:14])[CH3:2]. The yield is 0.820. The catalyst is CS(C)=O.CCCCCC.C(OCC)(=O)C.